From a dataset of Reaction yield outcomes from USPTO patents with 853,638 reactions. Predict the reaction yield, written as a fraction of the theoretical maximum amount of product (1.0 means a 100% yield; for example, 0.34 means a 34% yield). The product is [Br:1][C:2]1[CH:7]=[CH:6][C:5]([C:8]2[C:12]([C:13]3[N:14]=[CH:15][N:16]([C:20]4[N:25]=[CH:24][CH:23]=[CH:22][N:21]=4)[CH:17]=3)=[C:11]([CH3:18])[O:10][N:9]=2)=[CH:4][CH:3]=1. No catalyst specified. The yield is 0.730. The reactants are [Br:1][C:2]1[CH:7]=[CH:6][C:5]([C:8]2[C:12]([C:13]3[N:14]=[CH:15][NH:16][CH:17]=3)=[C:11]([CH3:18])[O:10][N:9]=2)=[CH:4][CH:3]=1.Cl[C:20]1[N:25]=[CH:24][CH:23]=[CH:22][N:21]=1.